From a dataset of Full USPTO retrosynthesis dataset with 1.9M reactions from patents (1976-2016). Predict the reactants needed to synthesize the given product. (1) Given the product [Cl:34][C:35]1[CH:36]=[C:37]([CH:54]=[CH:55][CH:56]=1)[CH2:38][NH:39][C:40]1[N:53]=[C:43]2[C:44]([O:51][CH3:52])=[CH:45][C:46]([C:48]([N:64]3[C@H:59]([CH2:57][CH3:58])[CH2:60][O:61][C:62]([CH2:66][CH2:67][OH:68])([CH3:65])[CH2:63]3)=[O:50])=[CH:47][N:42]2[N:41]=1, predict the reactants needed to synthesize it. The reactants are: C(N(CC)C(C)C)(C)C.CN(C(ON1N=NC2C=CC=NC1=2)=[N+](C)C)C.F[P-](F)(F)(F)(F)F.[Cl:34][C:35]1[CH:36]=[C:37]([CH:54]=[CH:55][CH:56]=1)[CH2:38][NH:39][C:40]1[N:53]=[C:43]2[C:44]([O:51][CH3:52])=[CH:45][C:46]([C:48]([OH:50])=O)=[CH:47][N:42]2[N:41]=1.[CH2:57]([C@H:59]1[NH:64][CH2:63][C:62]([CH2:66][CH2:67][OH:68])([CH3:65])[O:61][CH2:60]1)[CH3:58]. (2) Given the product [CH3:1][N:2]([CH3:16])[S:3]([C:6]1[CH:7]=[C:8]2[C:12](=[CH:13][CH:14]=1)[NH:11][C:10](=[O:15])[C:9]2=[CH:34][C:29]1[NH:30][C:31]2[C:27]([CH:28]=1)=[CH:26][C:25]([O:24][CH2:23][CH2:22][N:17]1[CH2:21][CH2:20][CH2:19][CH2:18]1)=[CH:33][CH:32]=2)(=[O:5])=[O:4], predict the reactants needed to synthesize it. The reactants are: [CH3:1][N:2]([CH3:16])[S:3]([C:6]1[CH:7]=[C:8]2[C:12](=[CH:13][CH:14]=1)[NH:11][C:10](=[O:15])[CH2:9]2)(=[O:5])=[O:4].[N:17]1([CH2:22][CH2:23][O:24][C:25]2[CH:26]=[C:27]3[C:31](=[CH:32][CH:33]=2)[NH:30][C:29]([CH:34]=O)=[CH:28]3)[CH2:21][CH2:20][CH2:19][CH2:18]1. (3) Given the product [N:9]1([CH2:10][CH2:11][CH2:12][NH:25][C:11]2[CH:12]=[C:13]([C:16]3[O:17][C:18]4[CH:24]=[CH:23][CH:22]=[CH:21][C:19]=4[N:20]=3)[CH:14]=[CH:15][C:10]=2[NH2:9])[CH2:34][CH2:35][O:31][CH2:32][CH2:33]1, predict the reactants needed to synthesize it. The reactants are: N1(C(C)C[NH:9][C:10]2[CH:15]=[CH:14][C:13]([C:16]3[O:17][C:18]4[CH:24]=[CH:23][CH:22]=[CH:21][C:19]=4[N:20]=3)=[CH:12][C:11]=2[N+:25]([O-])=O)CCOCC1.[H][H].[O:31]1[CH2:35][CH2:34][CH2:33][CH2:32]1. (4) Given the product [Cl:20][C:17]([F:19])([F:18])[O:16][C:13]1[CH:14]=[CH:15][C:10]([NH:9][C:7](=[O:8])[C:6]2[CH:21]=[C:2]([C:35]3[CH:36]=[C:29]([F:28])[CH:30]=[CH:31][C:32]=3[C:33]#[N:34])[C:3]([N:22]3[CH2:26][CH2:25][C@@H:24]([OH:27])[CH2:23]3)=[N:4][CH:5]=2)=[CH:11][CH:12]=1, predict the reactants needed to synthesize it. The reactants are: Br[C:2]1[C:3]([N:22]2[CH2:26][CH2:25][C@@H:24]([OH:27])[CH2:23]2)=[N:4][CH:5]=[C:6]([CH:21]=1)[C:7]([NH:9][C:10]1[CH:15]=[CH:14][C:13]([O:16][C:17]([Cl:20])([F:19])[F:18])=[CH:12][CH:11]=1)=[O:8].[F:28][C:29]1[CH:36]=[CH:35][C:32]([C:33]#[N:34])=[C:31](B2OC(C)(C)C(C)(C)O2)[CH:30]=1.[O-]P([O-])([O-])=O.[K+].[K+].[K+]. (5) Given the product [CH:26]([O:25][C:23]([N:12]1[CH2:13][CH2:14][CH:9]([NH:8][C:1]([O:3][C:4]([CH3:7])([CH3:6])[CH3:5])=[O:2])[CH2:10][CH2:11]1)=[O:24])([CH3:28])[CH3:27], predict the reactants needed to synthesize it. The reactants are: [C:1]([NH:8][CH:9]1[CH2:14][CH2:13][NH:12][CH2:11][CH2:10]1)([O:3][C:4]([CH3:7])([CH3:6])[CH3:5])=[O:2].C(N(CC)CC)C.Cl[C:23]([O:25][CH:26]([CH3:28])[CH3:27])=[O:24]. (6) Given the product [F:1][C:2]1[CH:7]=[C:6]([F:8])[CH:5]=[CH:4][C:3]=1[C:9]1[N:14]=[C:13]([N:15]2[CH2:16][CH2:17][N:18]([C:28]([NH:27][C:21]3[CH:26]=[CH:25][CH:24]=[CH:23][CH:22]=3)=[O:29])[CH2:19][CH2:20]2)[CH:12]=[CH:11][CH:10]=1, predict the reactants needed to synthesize it. The reactants are: [F:1][C:2]1[CH:7]=[C:6]([F:8])[CH:5]=[CH:4][C:3]=1[C:9]1[N:14]=[C:13]([N:15]2[CH2:20][CH2:19][NH:18][CH2:17][CH2:16]2)[CH:12]=[CH:11][CH:10]=1.[C:21]1([N:27]=[C:28]=[O:29])[CH:26]=[CH:25][CH:24]=[CH:23][CH:22]=1.